From a dataset of hERG Central: cardiac toxicity at 1µM, 10µM, and general inhibition. Predict hERG channel inhibition at various concentrations. (1) The compound is CC(C)=CCCC(C)CN1CCC(N2CCC(C(=O)N3CCOCC3)CC2)CC1. Results: hERG_inhib (hERG inhibition (general)): blocker. (2) The molecule is CCCc1ccc(OCC(=O)Nc2cc(S(=O)(=O)CC)ccc2O)cc1. Results: hERG_inhib (hERG inhibition (general)): blocker. (3) The compound is COc1ccc(C2CC(c3ccccc3)Nc3nc(NC(=O)c4cccs4)nn32)cc1. Results: hERG_inhib (hERG inhibition (general)): blocker. (4) The drug is CS(=O)(=O)Nc1ccc(C(=O)NCCSCc2c(F)cccc2Cl)cc1. Results: hERG_inhib (hERG inhibition (general)): blocker. (5) The compound is O=C(CCc1ccccn1)N1CCCC(N2CCN(c3cccc(C(F)(F)F)c3)CC2)C1. Results: hERG_inhib (hERG inhibition (general)): blocker. (6) The molecule is CCN1CCN(C(=O)/C(=C/c2cccs2)NC(=O)c2ccc(C)c(C)c2)CC1. Results: hERG_inhib (hERG inhibition (general)): blocker.